Dataset: Forward reaction prediction with 1.9M reactions from USPTO patents (1976-2016). Task: Predict the product of the given reaction. (1) The product is: [Si:25]([O:32][CH2:33][C@@H:34]([O:36][CH2:20][C@H:19]([OH:18])[C:21]([O:23][CH3:24])=[O:22])[CH3:35])([C:28]([CH3:31])([CH3:30])[CH3:29])([CH3:27])[CH3:26]. Given the reactants FC(F)(F)S([O-])(=O)=O.[Mg+2].FC(F)(F)S([O-])(=O)=O.[O:18]1[CH2:20][C@H:19]1[C:21]([O:23][CH3:24])=[O:22].[Si:25]([O:32][CH2:33][C@@H:34]([OH:36])[CH3:35])([C:28]([CH3:31])([CH3:30])[CH3:29])([CH3:27])[CH3:26], predict the reaction product. (2) The product is: [F:1][C:2]1[CH:20]=[CH:19][CH:18]=[CH:17][C:3]=1[CH2:4][N:5]1[C:9]2=[N:10][CH:11]=[CH:12][CH:13]=[C:8]2[C:7]([C:14]2[N:15]=[C:23]([NH2:22])[C:24]([O:27][CH3:28])=[CH:25][N:16]=2)=[N:6]1. Given the reactants [F:1][C:2]1[CH:20]=[CH:19][CH:18]=[CH:17][C:3]=1[CH2:4][N:5]1[C:9]2=[N:10][CH:11]=[CH:12][CH:13]=[C:8]2[C:7]([C:14](=[NH:16])[NH2:15])=[N:6]1.C[N:22](C)[CH:23](N(C)C)[CH:24]([O:27][CH3:28])[C:25]#N.N1CCCCC1, predict the reaction product. (3) The product is: [Cl:24][CH2:23][CH2:22][CH2:21][CH2:20][N:8]1[C:17]2[C:12](=[CH:13][CH:14]=[CH:15][CH:16]=2)[CH:11]=[CH:10][C:9]1=[O:18]. Given the reactants [H-].[Na+].CN(C)C=O.[NH:8]1[C:17]2[C:12](=[CH:13][CH:14]=[CH:15][CH:16]=2)[CH:11]=[CH:10][C:9]1=[O:18].Br[CH2:20][CH2:21][CH2:22][CH2:23][Cl:24], predict the reaction product. (4) Given the reactants [NH2:1][C:2]1[CH:3]=[C:4]([CH:8]=[C:9]([C:11]([CH3:13])=[CH2:12])[CH:10]=1)[C:5]([OH:7])=[O:6].[CH3:14][O:15][C:16]1[N:21]=[C:20]([O:22][CH3:23])[C:19]([C:24]2[CH:33]=[C:32]3[C:27]([C:28](Cl)=[C:29]([C:34]([NH2:36])=[O:35])[CH:30]=[N:31]3)=[CH:26][CH:25]=2)=[CH:18][N:17]=1, predict the reaction product. The product is: [C:5]([OH:7])(=[O:6])[CH3:4].[NH2:36][C:34]([C:29]1[CH:30]=[N:31][C:32]2[C:27]([C:28]=1[NH:1][C:2]1[CH:3]=[C:4]([CH:8]=[C:9]([C:11]([CH3:13])=[CH2:12])[CH:10]=1)[C:5]([OH:7])=[O:6])=[CH:26][CH:25]=[C:24]([C:19]1[C:20]([O:22][CH3:23])=[N:21][C:16]([O:15][CH3:14])=[N:17][CH:18]=1)[CH:33]=2)=[O:35]. (5) Given the reactants [Br:1][C:2]1[C:7]([CH3:8])=[CH:6][C:5]([OH:9])=[CH:4][C:3]=1[CH3:10].C(N(CC)CC)C.[C:18]([Si:22]([CH3:25])([CH3:24])Cl)([CH3:21])([CH3:20])[CH3:19], predict the reaction product. The product is: [Br:1][C:2]1[C:7]([CH3:8])=[CH:6][C:5]([O:9][Si:22]([C:18]([CH3:21])([CH3:20])[CH3:19])([CH3:25])[CH3:24])=[CH:4][C:3]=1[CH3:10].